From a dataset of Forward reaction prediction with 1.9M reactions from USPTO patents (1976-2016). Predict the product of the given reaction. Given the reactants [CH3:1][C:2]1[C:3]([OH:11])=[C:4]([CH3:10])[C:5]([CH3:9])=[C:6]([CH:8]=1)[OH:7].[C:12](O)(=[O:15])[CH:13]=[CH2:14], predict the reaction product. The product is: [OH:11][C:3]1[C:2]([CH3:1])=[C:8]2[C:6](=[C:5]([CH3:9])[C:4]=1[CH3:10])[O:7][C:12](=[O:15])[CH2:13][CH2:14]2.